Dataset: Full USPTO retrosynthesis dataset with 1.9M reactions from patents (1976-2016). Task: Predict the reactants needed to synthesize the given product. (1) Given the product [C:1]([C:3](=[C:7]([NH:20][C:17]1[CH:18]=[CH:19][C:14]([N:13]([CH3:21])[CH3:12])=[CH:15][CH:16]=1)[S:10][CH3:11])[C:4]([NH2:6])=[O:5])#[N:2], predict the reactants needed to synthesize it. The reactants are: [C:1]([C:3](=[C:7]([S:10][CH3:11])SC)[C:4]([NH2:6])=[O:5])#[N:2].[CH3:12][N:13]([CH3:21])[C:14]1[CH:19]=[CH:18][C:17]([NH2:20])=[CH:16][CH:15]=1. (2) The reactants are: [CH2:1]([SH:3])[CH3:2].CN(C=O)C.[H-].[Na+].O([CH:18]=[CH:19][C:20](=[N:28][C:29]1[CH:34]=[CH:33][CH:32]=[CH:31][CH:30]=1)[O:21][C:22]1[CH:27]=[CH:26][CH:25]=[CH:24][CH:23]=1)C1C=CC=CC=1. Given the product [CH2:1]([S:3][CH:18]=[CH:19][C:20](=[N:28][C:29]1[CH:34]=[CH:33][CH:32]=[CH:31][CH:30]=1)[O:21][C:22]1[CH:27]=[CH:26][CH:25]=[CH:24][CH:23]=1)[CH3:2], predict the reactants needed to synthesize it. (3) Given the product [Br:1][C:2]1[CH:7]=[CH:6][C:5]([C:8]2[N:9]=[N:10][N:11]([CH3:15])[N:12]=2)=[CH:4][CH:3]=1, predict the reactants needed to synthesize it. The reactants are: [Br:1][C:2]1[CH:7]=[CH:6][C:5]([C:8]2[NH:12][N:11]=[N:10][N:9]=2)=[CH:4][CH:3]=1.[OH-].[Na+].[CH3:15]I.